Dataset: Merck oncology drug combination screen with 23,052 pairs across 39 cell lines. Task: Regression. Given two drug SMILES strings and cell line genomic features, predict the synergy score measuring deviation from expected non-interaction effect. (1) Drug 1: COc1cccc2c1C(=O)c1c(O)c3c(c(O)c1C2=O)CC(O)(C(=O)CO)CC3OC1CC(N)C(O)C(C)O1. Drug 2: Cn1c(=O)n(-c2ccc(C(C)(C)C#N)cc2)c2c3cc(-c4cnc5ccccc5c4)ccc3ncc21. Cell line: A2780. Synergy scores: synergy=7.74. (2) Drug 1: COc1cccc2c1C(=O)c1c(O)c3c(c(O)c1C2=O)CC(O)(C(=O)CO)CC3OC1CC(N)C(O)C(C)O1. Drug 2: NC1(c2ccc(-c3nc4ccn5c(=O)[nH]nc5c4cc3-c3ccccc3)cc2)CCC1. Cell line: ZR751. Synergy scores: synergy=16.4. (3) Drug 1: O=P1(N(CCCl)CCCl)NCCCO1. Drug 2: CC1(c2nc3c(C(N)=O)cccc3[nH]2)CCCN1. Cell line: OCUBM. Synergy scores: synergy=15.8. (4) Drug 1: N.N.O=C(O)C1(C(=O)O)CCC1.[Pt]. Drug 2: N#Cc1ccc(Cn2cncc2CN2CCN(c3cccc(Cl)c3)C(=O)C2)cc1. Cell line: RKO. Synergy scores: synergy=1.87. (5) Drug 1: O=P1(N(CCCl)CCCl)NCCCO1. Drug 2: CS(=O)(=O)CCNCc1ccc(-c2ccc3ncnc(Nc4ccc(OCc5cccc(F)c5)c(Cl)c4)c3c2)o1. Cell line: UWB1289. Synergy scores: synergy=24.1. (6) Drug 1: CS(=O)(=O)CCNCc1ccc(-c2ccc3ncnc(Nc4ccc(OCc5cccc(F)c5)c(Cl)c4)c3c2)o1. Drug 2: O=C(NOCC(O)CO)c1ccc(F)c(F)c1Nc1ccc(I)cc1F. Cell line: OV90. Synergy scores: synergy=13.7. (7) Drug 2: CC1(c2nc3c(C(N)=O)cccc3[nH]2)CCCN1. Synergy scores: synergy=0.720. Drug 1: CC1CC2C3CCC4=CC(=O)C=CC4(C)C3(F)C(O)CC2(C)C1(O)C(=O)CO. Cell line: MDAMB436. (8) Drug 1: O=P1(N(CCCl)CCCl)NCCCO1. Drug 2: C=CCn1c(=O)c2cnc(Nc3ccc(N4CCN(C)CC4)cc3)nc2n1-c1cccc(C(C)(C)O)n1. Cell line: UWB1289. Synergy scores: synergy=67.6.